From a dataset of Full USPTO retrosynthesis dataset with 1.9M reactions from patents (1976-2016). Predict the reactants needed to synthesize the given product. The reactants are: Br[C:2]1[CH:11]=[CH:10][CH:9]=[C:8]2[C:3]=1[CH2:4][CH2:5][O:6][CH:7]2[C:12]1[NH:13][CH2:14][CH2:15][N:16]=1.B1(B2OC(C)(C)C(C)(C)O2)OC(C)(C)C(C)(C)[O:18]1.C([O-])(=O)C.[K+].O1CCOCC1. Given the product [NH:13]1[CH2:14][CH2:15][N:16]=[C:12]1[CH:7]1[C:8]2[CH:9]=[CH:10][CH:11]=[C:2]([OH:18])[C:3]=2[CH2:4][CH2:5][O:6]1, predict the reactants needed to synthesize it.